This data is from Full USPTO retrosynthesis dataset with 1.9M reactions from patents (1976-2016). The task is: Predict the reactants needed to synthesize the given product. (1) Given the product [C:1]([N:6]1[CH2:10][CH2:9][CH2:8][C@H:7]1[CH2:11][C:12]#[N:13])(=[O:3])[CH3:2], predict the reactants needed to synthesize it. The reactants are: [C:1](Cl)(=[O:3])[CH3:2].Cl.[NH:6]1[CH2:10][CH2:9][CH2:8][C@H:7]1[CH2:11][C:12]#[N:13].C(N(CC)CC)C.O. (2) Given the product [CH3:1][O:2][C:3]1[CH:4]=[C:5]([N:9]2[C:18](=[O:19])[C:17]3[C:12](=[CH:13][CH:14]=[CH:15][C:16]=3[CH3:20])[N:11]=[C:10]2[CH:21]([NH:23][C:24]2[N:32]=[CH:31][N:30]=[C:29]3[C:25]=2[N:26]=[CH:27][NH:28]3)[CH3:22])[CH:6]=[CH:7][CH:8]=1, predict the reactants needed to synthesize it. The reactants are: [CH3:1][O:2][C:3]1[CH:4]=[C:5]([N:9]2[C:18](=[O:19])[C:17]3[C:12](=[CH:13][CH:14]=[CH:15][C:16]=3[CH3:20])[N:11]=[C:10]2[CH:21]([NH:23][C:24]2[N:32]=[CH:31][N:30]=[C:29]3[C:25]=2[N:26]=[CH:27][N:28]3COCC[Si](C)(C)C)[CH3:22])[CH:6]=[CH:7][CH:8]=1.OC1C=C(N2C(=O)C3C(=CC=CC=3C)N=C2C(NC2N=CN=C3C=2N=CN3)C)C=CC=1.